The task is: Predict the reaction yield, written as a fraction of the theoretical maximum amount of product (1.0 means a 100% yield; for example, 0.34 means a 34% yield).. This data is from Reaction yield outcomes from USPTO patents with 853,638 reactions. (1) The reactants are [OH:1][CH2:2][CH2:3][NH:4][C:5](=[O:8])[O:6][CH3:7].C(N(CC)CC)C.[S:16](Cl)(Cl)=[O:17].CO. The catalyst is ClCCl. The product is [O:1]1[CH2:2][CH2:3][N:4]([C:5]([O:6][CH3:7])=[O:8])[S:16]1=[O:17]. The yield is 0.480. (2) The reactants are [CH2:1]([O:3][C:4](=[O:17])[CH2:5][N:6]1[CH:14]=[N:13][C:12]2[C:7]1=[N:8][C:9](N)=[N:10][C:11]=2[I:15])[CH3:2].ClC(Cl)(O[C:22](=[O:28])OC(Cl)(Cl)Cl)Cl.C([N:33](CC)C(C)C)(C)C.[CH2:39]([OH:49])[C:40]1[CH:48]=[CH:47][C:46]2[O:45][CH2:44][O:43][C:42]=2[CH:41]=1. The catalyst is O1CCCC1.C(O)C.O. The product is [CH2:1]([O:3][C:4](=[O:17])[CH2:5][N:6]1[C:14]([NH2:33])=[N:13][C:12]2[C:7]1=[N:8][C:9]([C:22]([O:49][CH2:39][C:40]1[CH:48]=[CH:47][C:46]3[O:45][CH2:44][O:43][C:42]=3[CH:41]=1)=[O:28])=[N:10][C:11]=2[I:15])[CH3:2]. The yield is 0.460.